This data is from Catalyst prediction with 721,799 reactions and 888 catalyst types from USPTO. The task is: Predict which catalyst facilitates the given reaction. (1) Reactant: FC(F)(F)S(O[C:7]1[CH:16]=[CH:15][C:14]2[O:13][C@@:12]3([CH3:21])[CH2:17][CH2:18][CH2:19][O:20][C@@H:11]3[C@:10]3([CH2:25][O:24][C:23]([NH2:26])=[N:22]3)[C:9]=2[CH:8]=1)(=O)=O.[Cl:29][C:30]1[CH:31]=[C:32](B(O)O)[CH:33]=[N:34][CH:35]=1.C([O-])([O-])=O.[Na+].[Na+]. Product: [Cl:29][C:30]1[CH:31]=[C:32]([C:7]2[CH:16]=[CH:15][C:14]3[O:13][C@@:12]4([CH3:21])[CH2:17][CH2:18][CH2:19][O:20][C@@H:11]4[C@:10]4([CH2:25][O:24][C:23]([NH2:26])=[N:22]4)[C:9]=3[CH:8]=2)[CH:33]=[N:34][CH:35]=1. The catalyst class is: 203. (2) Reactant: [Br:1][C:2]1[C:3]([C@@H:9]([NH:18][S@](C(C)(C)C)=O)[CH2:10][C:11]2[CH:16]=[CH:15][CH:14]=[C:13]([F:17])[CH:12]=2)=[N:4][C:5]([Br:8])=[CH:6][CH:7]=1.Cl. Product: [Br:1][C:2]1[C:3]([C@@H:9]([NH2:18])[CH2:10][C:11]2[CH:16]=[CH:15][CH:14]=[C:13]([F:17])[CH:12]=2)=[N:4][C:5]([Br:8])=[CH:6][CH:7]=1. The catalyst class is: 5. (3) Reactant: I[C:2]1[N:6]([CH2:7][C:8]2[CH:13]=[CH:12][C:11]([O:14][CH3:15])=[CH:10][CH:9]=2)[N:5]=[N:4][C:3]=1[C:16]1[CH:21]=[CH:20][N:19]=[C:18]([C:22]2[N:23]=[CH:24][N:25]([CH2:27][CH2:28][C:29]3[C:38]4[C:33](=[CH:34][CH:35]=[CH:36][CH:37]=4)[CH:32]=[CH:31][CH:30]=3)[CH:26]=2)[CH:17]=1.[F-:39].[K+].O. Product: [F:39][C:2]1[N:6]([CH2:7][C:8]2[CH:13]=[CH:12][C:11]([O:14][CH3:15])=[CH:10][CH:9]=2)[N:5]=[N:4][C:3]=1[C:16]1[CH:21]=[CH:20][N:19]=[C:18]([C:22]2[N:23]=[CH:24][N:25]([CH2:27][CH2:28][C:29]3[C:38]4[C:33](=[CH:34][CH:35]=[CH:36][CH:37]=4)[CH:32]=[CH:31][CH:30]=3)[CH:26]=2)[CH:17]=1. The catalyst class is: 47.